Dataset: NCI-60 drug combinations with 297,098 pairs across 59 cell lines. Task: Regression. Given two drug SMILES strings and cell line genomic features, predict the synergy score measuring deviation from expected non-interaction effect. Drug 1: CC1OCC2C(O1)C(C(C(O2)OC3C4COC(=O)C4C(C5=CC6=C(C=C35)OCO6)C7=CC(=C(C(=C7)OC)O)OC)O)O. Drug 2: C1CCC(CC1)NC(=O)N(CCCl)N=O. Cell line: OVCAR-8. Synergy scores: CSS=45.3, Synergy_ZIP=-0.889, Synergy_Bliss=2.60, Synergy_Loewe=-8.54, Synergy_HSA=3.34.